This data is from Reaction yield outcomes from USPTO patents with 853,638 reactions. The task is: Predict the reaction yield, written as a fraction of the theoretical maximum amount of product (1.0 means a 100% yield; for example, 0.34 means a 34% yield). (1) The reactants are [CH2:1]1[CH:3]([CH2:4][N:5]2[C@@H:15]3[CH2:16][C:17]4[CH:22]=[CH:21][C:20]([OH:23])=[C:19]5[O:24][CH:9]6[C:10]([CH2:12][CH2:13][C@:14]3([OH:25])[C@:8]6([C:18]=45)[CH2:7][CH2:6]2)=[O:11])[CH2:2]1. The catalyst is C(O)C1C=CC=CC=1. The product is [CH2:2]1[CH:3]([CH2:4][N:5]2[CH:15]3[CH2:16][C:17]4[CH:22]=[CH:21][C:20]([OH:23])=[C:19]5[O:24][CH:9]6[C:10]([CH2:12][CH2:13][C:14]3([OH:25])[C:8]6([C:18]=45)[CH2:7][CH2:6]2)=[O:11])[CH2:1]1.[CH2:19]([OH:24])[C:18]1[CH:8]=[CH:14][CH:15]=[CH:16][CH:17]=1. The yield is 0.300. (2) The reactants are [Cl:1][C:2]1[CH:7]=[CH:6][C:5]([N:8]2[C:12](=[O:13])[CH:11]=[CH:10][C:9]2=[O:14])=[CH:4][C:3]=1[N+:15]([O-])=O.[H][H]. The catalyst is C1COCC1.[Pd]. The product is [NH2:15][C:3]1[CH:4]=[C:5]([N:8]2[C:9](=[O:14])[CH2:10][CH2:11][C:12]2=[O:13])[CH:6]=[CH:7][C:2]=1[Cl:1]. The yield is 0.760. (3) The catalyst is O1CCCC1. The reactants are N(C(OC(C)C)=O)=NC(OC(C)C)=O.[Br:15][C:16]1[N:21]=[CH:20][C:19]2[NH:22][C:23](=[O:30])[N:24]([C:25]([CH3:29])([CH3:28])[CH2:26]O)[C:18]=2[CH:17]=1.C1(P(C2C=CC=CC=2)C2C=CC=CC=2)C=CC=CC=1. The yield is 0.790. The product is [Br:15][C:16]1[N:21]=[CH:20][C:19]2[N:22]=[C:23]3[O:30][CH2:26][C:25]([CH3:28])([CH3:29])[N:24]3[C:18]=2[CH:17]=1. (4) The reactants are [Br:1][C:2]1[N:7]=[C:6]([NH:8]C(C)(C)C)[C:5]([CH3:13])=[CH:4][CH:3]=1. The catalyst is ClCCCl.C(O)(C(F)(F)F)=O. The product is [Br:1][C:2]1[N:7]=[C:6]([NH2:8])[C:5]([CH3:13])=[CH:4][CH:3]=1. The yield is 0.930. (5) The reactants are C(N(C(C)C)CC)(C)C.CN([P+](ON1N=NC2C=CC=CC1=2)(N(C)C)N(C)C)C.F[P-](F)(F)(F)(F)F.[CH3:37][O:38][CH:39]([O:51][CH3:52])[C:40]1[N:45]=[C:44]([O:46][CH3:47])[C:43]([C:48](O)=[O:49])=[CH:42][CH:41]=1.[BH4-].[Na+].[Cl-].[NH4+]. The catalyst is O1CCCC1. The product is [CH3:52][O:51][CH:39]([O:38][CH3:37])[C:40]1[N:45]=[C:44]([O:46][CH3:47])[C:43]([CH2:48][OH:49])=[CH:42][CH:41]=1. The yield is 0.600. (6) The reactants are [C:1]([O:5][C:6](=[O:19])[CH2:7][C@@H:8]([CH2:17][OH:18])[CH2:9][C@H:10]([CH3:16])[CH2:11][CH2:12][CH2:13][CH2:14][CH3:15])([CH3:4])([CH3:3])[CH3:2].[S:20](Cl)([C:23]1[CH:29]=[CH:28][C:26]([CH3:27])=[CH:25][CH:24]=1)(=[O:22])=[O:21].C(N(CC)CC)C. The catalyst is C(Cl)Cl.CN(C1C=CN=CC=1)C. The product is [C:1]([O:5][C:6](=[O:19])[CH2:7][C@@H:8]([CH2:17][O:18][S:20]([C:23]1[CH:29]=[CH:28][C:26]([CH3:27])=[CH:25][CH:24]=1)(=[O:22])=[O:21])[CH2:9][C@H:10]([CH3:16])[CH2:11][CH2:12][CH2:13][CH2:14][CH3:15])([CH3:3])([CH3:2])[CH3:4]. The yield is 0.960. (7) The reactants are [CH3:1][C:2]1[C:7]2[N:8]=[C:9]([NH:12][C:13]3[CH:18]=[CH:17][C:16]([S:19]([NH:22][CH2:23][CH2:24][N:25]4[CH2:29][CH2:28][CH2:27][CH2:26]4)(=[O:21])=[O:20])=[CH:15][CH:14]=3)[N:10]=[N:11][C:6]=2[CH:5]=[C:4]([C:30]2[CH:35]=[CH:34][CH:33]=[C:32]([N+:36]([O-])=O)[CH:31]=2)[CH:3]=1. The catalyst is [Pd]. The product is [NH2:36][C:32]1[CH:31]=[C:30]([C:4]2[CH:3]=[C:2]([CH3:1])[C:7]3[N:8]=[C:9]([NH:12][C:13]4[CH:14]=[CH:15][C:16]([S:19]([NH:22][CH2:23][CH2:24][N:25]5[CH2:26][CH2:27][CH2:28][CH2:29]5)(=[O:20])=[O:21])=[CH:17][CH:18]=4)[N:10]=[N:11][C:6]=3[CH:5]=2)[CH:35]=[CH:34][CH:33]=1. The yield is 0.980. (8) The product is [CH2:1]([O:3][C:4](=[O:19])[C:5]([NH:7][C:8]1[C:9]([C:15]([F:16])([F:17])[F:18])=[CH:10][C:11]([Br:14])=[CH:12][C:13]=1[N+:20]([O-:22])=[O:21])=[O:6])[CH3:2]. The yield is 0.800. The catalyst is OS(O)(=O)=O. The reactants are [CH2:1]([O:3][C:4](=[O:19])[C:5]([NH:7][C:8]1[CH:13]=[CH:12][C:11]([Br:14])=[CH:10][C:9]=1[C:15]([F:18])([F:17])[F:16])=[O:6])[CH3:2].[N+:20]([O-])([OH:22])=[O:21]. (9) The reactants are [NH:1]1[C:10]2[C:5](=[CH:6][CH:7]=[CH:8][CH:9]=2)[CH2:4][CH2:3][CH2:2]1.Cl.[C:12](Cl)(=[O:19])[C:13]1[CH:18]=[CH:17][N:16]=[CH:15][CH:14]=1.C(N(CC)CC)C. The catalyst is C(Cl)Cl. The product is [C:12]([N:1]1[C:10]2[C:5](=[CH:6][CH:7]=[CH:8][CH:9]=2)[CH2:4][CH2:3][CH2:2]1)(=[O:19])[C:13]1[CH:18]=[CH:17][N:16]=[CH:15][CH:14]=1. The yield is 0.970. (10) The reactants are [CH3:1][CH:2]1[NH:7][CH2:6][C:5]2[C:8]([C:11]3[S:12][CH:13]=[CH:14][CH:15]=3)=[N:9][NH:10][C:4]=2[CH2:3]1.[Cl:16][C:17]1[CH:18]=[C:19]([NH:23][C:24](=O)[O:25]C2C=CC=CC=2)[CH:20]=[CH:21][CH:22]=1.O. The catalyst is C(Cl)Cl. The product is [Cl:16][C:17]1[CH:18]=[C:19]([NH:23][C:24]([N:7]2[CH:2]([CH3:1])[CH2:3][C:4]3[NH:10][N:9]=[C:8]([C:11]4[S:12][CH:13]=[CH:14][CH:15]=4)[C:5]=3[CH2:6]2)=[O:25])[CH:20]=[CH:21][CH:22]=1. The yield is 0.633.